Dataset: Peptide-MHC class II binding affinity with 134,281 pairs from IEDB. Task: Regression. Given a peptide amino acid sequence and an MHC pseudo amino acid sequence, predict their binding affinity value. This is MHC class II binding data. (1) The MHC is HLA-DPA10201-DPB10101 with pseudo-sequence HLA-DPA10201-DPB10101. The binding affinity (normalized) is 0.588. The peptide sequence is FPKEVWEQIFSTWLL. (2) The peptide sequence is LEVLNFDFQANAQLS. The MHC is HLA-DQA10501-DQB10301 with pseudo-sequence HLA-DQA10501-DQB10301. The binding affinity (normalized) is 0.369.